Dataset: Forward reaction prediction with 1.9M reactions from USPTO patents (1976-2016). Task: Predict the product of the given reaction. (1) Given the reactants Br[CH2:2][C:3]1[CH:8]=[CH:7][C:6]([S:9]([N:12]2[CH2:17][CH2:16][N:15]([CH2:18][CH:19]3[CH2:24][CH2:23][N:22]([C:25]([O:27][C:28]([CH3:31])([CH3:30])[CH3:29])=[O:26])[CH2:21][CH2:20]3)[C:14](=[O:32])[CH2:13]2)(=[O:11])=[O:10])=[CH:5][CH:4]=1.C(=O)([O-])[O-].[K+].[K+].[NH:39]1[CH:43]=[CH:42][N:41]=[CH:40]1, predict the reaction product. The product is: [N:39]1([CH2:2][C:3]2[CH:8]=[CH:7][C:6]([S:9]([N:12]3[CH2:17][CH2:16][N:15]([CH2:18][CH:19]4[CH2:24][CH2:23][N:22]([C:25]([O:27][C:28]([CH3:31])([CH3:30])[CH3:29])=[O:26])[CH2:21][CH2:20]4)[C:14](=[O:32])[CH2:13]3)(=[O:11])=[O:10])=[CH:5][CH:4]=2)[CH:43]=[CH:42][N:41]=[CH:40]1. (2) The product is: [C:1]([C:3]1[CH:4]=[CH:5][C:6]([CH2:7][NH:8][C:9](=[O:30])[CH:10]([C:14]2[C:15]([F:29])=[CH:16][C:17]([C:21]3[CH:26]=[CH:25][CH:24]=[CH:23][C:22]=3[CH2:27][OH:28])=[CH:18][C:19]=2[F:20])[O:11][CH2:12][CH3:13])=[CH:31][CH:32]=1)#[N:2]. Given the reactants [C:1]([C:3]1[CH:32]=[CH:31][C:6]([CH2:7][NH:8][C:9](=[O:30])[CH:10]([C:14]2[C:19]([F:20])=[CH:18][C:17]([C:21]3[CH:26]=[CH:25][CH:24]=[CH:23][C:22]=3[CH:27]=[O:28])=[CH:16][C:15]=2[F:29])[O:11][CH2:12][CH3:13])=[CH:5][CH:4]=1)#[N:2].[BH4-].[Na+], predict the reaction product. (3) Given the reactants C(OC([N:8]1[CH2:16][C:15]2[C:10](=[CH:11][CH:12]=[C:13]([C:17]3[C:25]4[C:20](=[CH:21][C:22]([F:26])=[CH:23][CH:24]=4)[N:19](C(OC(C)(C)C)=O)[CH:18]=3)[CH:14]=2)[CH2:9]1)=O)(C)(C)C.C(O)(C(F)(F)F)=O, predict the reaction product. The product is: [F:26][C:22]1[CH:21]=[C:20]2[C:25]([C:17]([C:13]3[CH:14]=[C:15]4[C:10](=[CH:11][CH:12]=3)[CH2:9][NH:8][CH2:16]4)=[CH:18][NH:19]2)=[CH:24][CH:23]=1. (4) Given the reactants Br[C:2]1[CH:7]=[CH:6][C:5]([S:8]([CH3:11])(=[O:10])=[O:9])=[CH:4][C:3]=1[F:12].[C:13]([B-](F)(F)F)([CH3:15])=[CH2:14].[K+].C(N(CC)CC)C.O, predict the reaction product. The product is: [F:12][C:3]1[CH:4]=[C:5]([S:8]([CH3:11])(=[O:10])=[O:9])[CH:6]=[CH:7][C:2]=1[C:13]([CH3:15])=[CH2:14]. (5) Given the reactants [Cl:1][C:2]1[C:10]2[C:5](=[CH:6][CH:7]=[CH:8][C:9]=2[N+:11]([O-:13])=[O:12])[NH:4][N:3]=1.C(=O)([O-])[O-].[K+].[K+].Cl.Cl[CH2:22][CH2:23][N:24]1[CH2:28][CH2:27][CH2:26][CH2:25]1, predict the reaction product. The product is: [Cl:1][C:2]1[C:10]2[C:5](=[CH:6][CH:7]=[CH:8][C:9]=2[N+:11]([O-:13])=[O:12])[N:4]([CH2:22][CH2:23][N:24]2[CH2:28][CH2:27][CH2:26][CH2:25]2)[N:3]=1. (6) Given the reactants [CH3:1][O:2][C:3]([NH:5][C@@H:6]([CH:10]([CH3:12])[CH3:11])[C:7](O)=[O:8])=[O:4].CN(C(ON1N=NC2C=CC=NC1=2)=[N+](C)C)C.F[P-](F)(F)(F)(F)F.[Br:37][C:38]1[CH:43]=[CH:42][C:41]([C:44]2[NH:48][C:47]([C@@H:49]3[CH2:53][C:52]([F:55])([F:54])[CH2:51][NH:50]3)=[N:46][CH:45]=2)=[CH:40][CH:39]=1.CCN(C(C)C)C(C)C, predict the reaction product. The product is: [Br:37][C:38]1[CH:43]=[CH:42][C:41]([C:44]2[NH:48][C:47]([C@@H:49]3[CH2:53][C:52]([F:54])([F:55])[CH2:51][N:50]3[C:7](=[O:8])[C@@H:6]([NH:5][C:3](=[O:4])[O:2][CH3:1])[CH:10]([CH3:12])[CH3:11])=[N:46][CH:45]=2)=[CH:40][CH:39]=1.